Task: Predict the reactants needed to synthesize the given product.. Dataset: Full USPTO retrosynthesis dataset with 1.9M reactions from patents (1976-2016) (1) Given the product [CH2:38]([N:35]1[CH:36]=[CH:37][C:32]([C:16]2[CH:15]=[CH:14][C:4]([O:5][C:6]3[CH:7]=[C:8]([CH3:13])[N:9]=[C:10]([CH3:12])[CH:11]=3)=[CH:3][C:2]=2[F:1])=[C:33]([C:43]#[N:44])[C:34]1=[O:42])[CH2:39][CH2:40][CH3:41], predict the reactants needed to synthesize it. The reactants are: [F:1][C:2]1[CH:3]=[C:4]([CH:14]=[CH:15][C:16]=1B1OC(C)(C)C(C)(C)O1)[O:5][C:6]1[CH:11]=[C:10]([CH3:12])[N:9]=[C:8]([CH3:13])[CH:7]=1.C([O-])(O)=O.[Na+].Br[C:32]1[CH:37]=[CH:36][N:35]([CH2:38][CH2:39][CH2:40][CH3:41])[C:34](=[O:42])[C:33]=1[C:43]#[N:44]. (2) The reactants are: [Ca].[C:2]1([C@H:12]([NH:14][C@H:15]2[CH2:19][CH2:18][N:17]([C:20]3[N:25]=[CH:24][CH:23]=[CH:22][N:21]=3)[CH2:16]2)[CH3:13])[C:11]2[C:6](=[CH:7][CH:8]=[CH:9][CH:10]=2)[CH:5]=[CH:4][CH:3]=1.[ClH:26]. Given the product [ClH:26].[ClH:26].[C:2]1([C@H:12]([NH:14][C@H:15]2[CH2:19][CH2:18][N:17]([C:20]3[N:21]=[CH:22][CH:23]=[CH:24][N:25]=3)[CH2:16]2)[CH3:13])[C:11]2[C:6](=[CH:7][CH:8]=[CH:9][CH:10]=2)[CH:5]=[CH:4][CH:3]=1, predict the reactants needed to synthesize it. (3) Given the product [Cl:33][C:34]1[CH:35]=[C:36]2[C:41](=[CH:42][CH:43]=1)[C:40](=[O:44])[N:39]([C:45]1[CH:46]=[C:47]([O:51][CH2:52][C:53]([NH2:2])=[O:54])[CH:48]=[N:49][CH:50]=1)[CH2:38][CH2:37]2, predict the reactants needed to synthesize it. The reactants are: C[N:2](C(ON1N=NC2C=CC=NC1=2)=[N+](C)C)C.F[P-](F)(F)(F)(F)F.CCN(CC)CC.N.[Cl:33][C:34]1[CH:35]=[C:36]2[C:41](=[CH:42][CH:43]=1)[C:40](=[O:44])[N:39]([C:45]1[CH:46]=[C:47]([O:51][CH2:52][C:53](O)=[O:54])[CH:48]=[N:49][CH:50]=1)[CH2:38][CH2:37]2. (4) Given the product [NH2:1][C:2]1[NH:3][C:4](=[O:12])[N:5]([CH2:9][CH2:10][SH:11])[C:6](=[O:8])[CH:7]=1, predict the reactants needed to synthesize it. The reactants are: [NH2:1][C:2]1[N:3]=[C:4]2[S:11][CH2:10][CH2:9][N:5]2[C:6](=[O:8])[CH:7]=1.[OH-:12].[Na+].Cl. (5) Given the product [CH2:16]1[C:25]2[C:20](=[CH:21][CH:22]=[CH:23][CH:24]=2)[CH2:19][CH2:18][N:17]1[CH:14]1[CH:13]([OH:15])[CH2:12][CH2:11][N:10]1[S:7]([C:1]1[CH:2]=[CH:3][CH:4]=[CH:5][CH:6]=1)(=[O:8])=[O:9], predict the reactants needed to synthesize it. The reactants are: [C:1]1([S:7]([N:10]2[CH2:14][CH:13]3[O:15][C:12]3=[CH:11]2)(=[O:9])=[O:8])[CH:6]=[CH:5][CH:4]=[CH:3][CH:2]=1.[CH2:16]1[C:25]2[C:20](=[CH:21][CH:22]=[CH:23][CH:24]=2)[CH2:19][CH2:18][NH:17]1. (6) Given the product [CH3:27][C:26](=[C:16]([CH3:22])[C:13]([CH3:15])=[C:12]([CH3:17])[CH3:18])[CH3:28], predict the reactants needed to synthesize it. The reactants are: B1(B2O[C:13]([CH3:16])([CH3:15])[C:12]([CH3:18])([CH3:17])O2)O[C:13]([CH3:16])([CH3:15])[C:12]([CH3:18])([CH3:17])O1.O(C)[Li].[CH2:22](Cl)Cl.Br[C:26](=[C:28](C)C)[CH3:27]. (7) Given the product [CH2:1]([N:5]1[C:13]2[C:8](=[C:9]([NH2:14])[CH:10]=[CH:11][CH:12]=2)[CH:7]=[N:6]1)[CH:2]([CH3:4])[CH3:3], predict the reactants needed to synthesize it. The reactants are: [CH2:1]([N:5]1[C:13]2[C:8](=[C:9]([N+:14]([O-])=O)[CH:10]=[CH:11][CH:12]=2)[CH:7]=[N:6]1)[CH:2]([CH3:4])[CH3:3].NC1C=C(C=CC=1OC(C)C)C(N)=O.